Dataset: Catalyst prediction with 721,799 reactions and 888 catalyst types from USPTO. Task: Predict which catalyst facilitates the given reaction. Reactant: [CH2:1]([O:3][C:4](=[O:25])[C:5]1[CH:10]=[CH:9][C:8]([N:11]2[CH:15]=[C:14]([C:16]3[CH:21]=[CH:20][CH:19]=[CH:18][CH:17]=3)[C:13]([C:22]#[N:23])=[CH:12]2)=[CH:7][C:6]=1[NH2:24])[CH3:2].C(N(CC)CC)C.[CH3:33][S:34](Cl)(=[O:36])=[O:35]. Product: [CH2:1]([O:3][C:4](=[O:25])[C:5]1[CH:10]=[CH:9][C:8]([N:11]2[CH:15]=[C:14]([C:16]3[CH:21]=[CH:20][CH:19]=[CH:18][CH:17]=3)[C:13]([C:22]#[N:23])=[CH:12]2)=[CH:7][C:6]=1[NH:24][S:34]([CH3:33])(=[O:36])=[O:35])[CH3:2]. The catalyst class is: 4.